Dataset: Reaction yield outcomes from USPTO patents with 853,638 reactions. Task: Predict the reaction yield, written as a fraction of the theoretical maximum amount of product (1.0 means a 100% yield; for example, 0.34 means a 34% yield). (1) The reactants are [OH:1][C@@H:2]([CH2:30][OH:31])[CH2:3][CH2:4][O:5][C:6]1[CH:14]=[C:13]([F:15])[CH:12]=[C:11]([NH:16][C:17]2[CH:22]=[CH:21][C:20]([C:23]#[C:24][Si](C)(C)C)=[CH:19][C:18]=2[F:29])[C:7]=1[C:8]([NH2:10])=[O:9].CCCC[N+](CCCC)(CCCC)CCCC.[F-]. The catalyst is C1COCC1.C(Cl)Cl. The product is [OH:1][C@@H:2]([CH2:30][OH:31])[CH2:3][CH2:4][O:5][C:6]1[CH:14]=[C:13]([F:15])[CH:12]=[C:11]([NH:16][C:17]2[CH:22]=[CH:21][C:20]([C:23]#[CH:24])=[CH:19][C:18]=2[F:29])[C:7]=1[C:8]([NH2:10])=[O:9]. The yield is 0.602. (2) The reactants are O[C:2]1[CH:3]=[C:4]([NH:8][C:9]2[N:14]=[C:13]([NH:15][C:16]3[CH:21]=[CH:20][CH:19]=[C:18](O)[CH:17]=3)[C:12]([F:23])=[CH:11][N:10]=2)[CH:5]=[CH:6][CH:7]=1.[NH2:24][C:25]1C=C(C=CC=1)C#N.Cl[C:34]1N=C(Cl)C(F)=C[N:35]=1. No catalyst specified. The product is [C:25]([C:2]1[CH:3]=[C:4]([NH:8][C:9]2[N:14]=[C:13]([NH:15][C:16]3[CH:21]=[CH:20][CH:19]=[C:18]([C:34]#[N:35])[CH:17]=3)[C:12]([F:23])=[CH:11][N:10]=2)[CH:5]=[CH:6][CH:7]=1)#[N:24]. The yield is 0.760. (3) The reactants are [CH:1]1[CH:6]=[CH:5][C:4]([C:7]2[C:12]([N:13]=[C:14]=[O:15])=[CH:11][CH:10]=[CH:9][CH:8]=2)=[CH:3][CH:2]=1.Cl.[N:17]12[CH2:24][CH2:23][CH:20]([CH2:21][CH2:22]1)[C@@H:19](O)[CH2:18]2.CN(C)C=[O:29]. The catalyst is C(OCC)(=O)C. The product is [N:17]12[CH2:18][CH:19]([CH2:21][CH2:22]1)[C@H:20]([O:15][C:14](=[O:29])[NH:13][C:12]1[CH:11]=[CH:10][CH:9]=[CH:8][C:7]=1[C:4]1[CH:3]=[CH:2][CH:1]=[CH:6][CH:5]=1)[CH2:23][CH2:24]2. The yield is 0.990. (4) No catalyst specified. The product is [Cl:1][C:2]1[CH:40]=[CH:39][C:5]2[NH:6][C:7]([C@@H:9]([NH:13][C:14](=[O:38])[C:15]3[CH:20]=[CH:19][C:18]([C:21]([N:23]4[CH2:27][CH2:26][CH2:25][C@H:24]4[CH2:28][NH2:29])=[O:22])=[C:17]([Cl:37])[CH:16]=3)[CH2:10][CH2:11][CH3:12])=[N:8][C:4]=2[CH:3]=1. The reactants are [Cl:1][C:2]1[CH:40]=[CH:39][C:5]2[NH:6][C:7]([C@@H:9]([NH:13][C:14](=[O:38])[C:15]3[CH:20]=[CH:19][C:18]([C:21]([N:23]4[CH2:27][CH2:26][CH2:25][C@H:24]4[CH2:28][NH:29]C(OC(C)(C)C)=O)=[O:22])=[C:17]([Cl:37])[CH:16]=3)[CH2:10][CH2:11][CH3:12])=[N:8][C:4]=2[CH:3]=1.FC(F)(F)C(O)=O.ClCCl.CO.N.ClCl. The yield is 1.00. (5) The reactants are C([O:8][C:9]1[CH:14]=[C:13]([O:15]CC2C=CC=CC=2)[C:12]([C:23]([CH3:25])=[CH2:24])=[CH:11][C:10]=1[C:26]([N:28]1[CH2:36][C:35]2[C:30](=[CH:31][CH:32]=[CH:33][C:34]=2[O:37][CH2:38][CH2:39][CH2:40][N:41]2[CH2:46][CH2:45][O:44][CH2:43][CH2:42]2)[CH2:29]1)=[O:27])C1C=CC=CC=1. The catalyst is CO.[Pd]. The product is [OH:8][C:9]1[CH:14]=[C:13]([OH:15])[C:12]([CH:23]([CH3:25])[CH3:24])=[CH:11][C:10]=1[C:26]([N:28]1[CH2:36][C:35]2[C:30](=[CH:31][CH:32]=[CH:33][C:34]=2[O:37][CH2:38][CH2:39][CH2:40][N:41]2[CH2:42][CH2:43][O:44][CH2:45][CH2:46]2)[CH2:29]1)=[O:27]. The yield is 0.0600. (6) The reactants are [CH:1]1[C:10]2[C:5](=[CH:6][CH:7]=[CH:8][CH:9]=2)C(C#N)=[CH:3][N:2]=1.[OH-:13].[K+].[CH3:15][CH2:16][OH:17]. No catalyst specified. The product is [CH:1]1[C:10]2[C:5](=[CH:6][CH:7]=[CH:8][CH:9]=2)[C:15]([C:16]([OH:13])=[O:17])=[CH:3][N:2]=1. The yield is 0.593.